Dataset: Forward reaction prediction with 1.9M reactions from USPTO patents (1976-2016). Task: Predict the product of the given reaction. (1) Given the reactants [F:1][C:2]1[C:7]([CH:8]=[O:9])=[C:6]([OH:10])[C:5]([O:11][CH3:12])=[CH:4][CH:3]=1.C1COCC1.[BH4-].[Na+].Cl, predict the reaction product. The product is: [F:1][C:2]1[C:7]([CH2:8][OH:9])=[C:6]([OH:10])[C:5]([O:11][CH3:12])=[CH:4][CH:3]=1. (2) The product is: [C:28]([C:32]1[CH:33]=[CH:34][C:35]([C:36]([NH:27][C@H:24]2[CH2:25][CH2:26][C@H:21]([CH2:20][CH2:19][N:16]3[CH2:17][CH2:18][N:13]([C:8]4[C:7]5[CH2:6][CH2:5][O:4][C:12]=5[CH:11]=[CH:10][N:9]=4)[CH2:14][CH2:15]3)[CH2:22][CH2:23]2)=[O:37])=[CH:39][CH:40]=1)([CH3:31])([CH3:29])[CH3:30]. Given the reactants Cl.Cl.Cl.[O:4]1[C:12]2[CH:11]=[CH:10][N:9]=[C:8]([N:13]3[CH2:18][CH2:17][N:16]([CH2:19][CH2:20][C@H:21]4[CH2:26][CH2:25][C@H:24]([NH2:27])[CH2:23][CH2:22]4)[CH2:15][CH2:14]3)[C:7]=2[CH2:6][CH2:5]1.[C:28]([C:32]1[CH:40]=[CH:39][C:35]([C:36](O)=[O:37])=[CH:34][CH:33]=1)([CH3:31])([CH3:30])[CH3:29], predict the reaction product. (3) Given the reactants [CH3:1]N(C)C=O.[H-].[Na+].[Cl:8][C:9]1[CH:14]=[C:13]([O:15][C:16]2[C:25]3[C:20](=[CH:21][C:22]([O:28][CH3:29])=[C:23]([O:26][CH3:27])[CH:24]=3)[N:19]=[CH:18][N:17]=2)[CH:12]=[CH:11][C:10]=1[NH:30][C:31](=[O:41])[O:32][CH2:33][C:34]1[CH:39]=[CH:38][CH:37]=[CH:36][C:35]=1[CH3:40].CI, predict the reaction product. The product is: [Cl:8][C:9]1[CH:14]=[C:13]([O:15][C:16]2[C:25]3[C:20](=[CH:21][C:22]([O:28][CH3:29])=[C:23]([O:26][CH3:27])[CH:24]=3)[N:19]=[CH:18][N:17]=2)[CH:12]=[CH:11][C:10]=1[N:30]([CH3:1])[C:31](=[O:41])[O:32][CH2:33][C:34]1[CH:39]=[CH:38][CH:37]=[CH:36][C:35]=1[CH3:40]. (4) Given the reactants [F:1][C:2]([F:16])([F:15])[CH2:3][O:4][C:5]1[C:14]2[C:9](=[CH:10][CH:11]=[CH:12][CH:13]=2)[CH:8]=[CH:7][CH:6]=1.[CH2:17]1[S:21](=[O:22])[CH2:20][CH2:19][CH2:18]1.[OH2:23].C([O:27]C(C)C)(C)C, predict the reaction product. The product is: [CH3:17][S:21]([O-:22])(=[O:27])=[O:23].[F:1][C:2]([F:15])([F:16])[CH2:3][O:4][C:5]1[C:14]2[C:9](=[CH:10][CH:11]=[CH:12][CH:13]=2)[C:8]([S+:21]2[CH2:17][CH2:18][CH2:19][CH2:20]2)=[CH:7][CH:6]=1.